This data is from Forward reaction prediction with 1.9M reactions from USPTO patents (1976-2016). The task is: Predict the product of the given reaction. (1) Given the reactants [BH4-].[Na+].[CH2:3]([O:5][C:6](=[O:21])[NH:7][C@H:8]1[C:17](=O)[C:16]2[C:11](=[C:12]([F:20])[CH:13]=[C:14]([F:19])[CH:15]=2)[O:10][CH2:9]1)[CH3:4].CO.C1COCC1, predict the reaction product. The product is: [CH2:3]([O:5][C:6](=[O:21])[NH:7][C@@H:8]1[CH2:17][C:16]2[C:11](=[C:12]([F:20])[CH:13]=[C:14]([F:19])[CH:15]=2)[O:10][CH2:9]1)[CH3:4]. (2) Given the reactants [N+:1]([C:4]1[CH:5]=[N:6][N:7]([CH2:9][C:10]([O:12][C:13]([CH3:16])([CH3:15])[CH3:14])=[O:11])[CH:8]=1)([O-])=O, predict the reaction product. The product is: [NH2:1][C:4]1[CH:5]=[N:6][N:7]([CH2:9][C:10]([O:12][C:13]([CH3:16])([CH3:15])[CH3:14])=[O:11])[CH:8]=1. (3) Given the reactants C([O:4][CH2:5][C:6]1[CH:7]=[C:8]2[C:13](=[CH:14][C:15]=1[Cl:16])[O:12][C:11](=[O:17])[C:10]([CH2:18][C:19]([NH:21][C:22]1[CH:27]=[CH:26][C:25]([F:28])=[CH:24][C:23]=1[C:29]([F:32])([F:31])[F:30])=[O:20])=[C:9]2[C:33]1[CH:34]=[C:35](/[CH:39]=[CH:40]/[C:41]([O:43]CC)=[O:42])[CH:36]=[CH:37][CH:38]=1)(=O)C.C1CCN2C(=NCCC2)CC1.Cl, predict the reaction product. The product is: [Cl:16][C:15]1[CH:14]=[C:13]2[C:8]([C:9]([C:33]3[CH:34]=[C:35](/[CH:39]=[CH:40]/[C:41]([OH:43])=[O:42])[CH:36]=[CH:37][CH:38]=3)=[C:10]([CH2:18][C:19]([NH:21][C:22]3[CH:27]=[CH:26][C:25]([F:28])=[CH:24][C:23]=3[C:29]([F:32])([F:31])[F:30])=[O:20])[C:11](=[O:17])[O:12]2)=[CH:7][C:6]=1[CH2:5][OH:4].